From a dataset of Forward reaction prediction with 1.9M reactions from USPTO patents (1976-2016). Predict the product of the given reaction. (1) The product is: [C:15]([C:5]1[S:4][C:3]([C:7]([O:9][CH3:10])=[O:8])=[C:2]([CH3:1])[CH:6]=1)([CH3:18])([CH3:17])[CH3:16]. Given the reactants [CH3:1][C:2]1[CH:6]=[CH:5][S:4][C:3]=1[C:7]([O:9][CH3:10])=[O:8].[Cl-].[Al+3].[Cl-].[Cl-].[C:15](Cl)([CH3:18])([CH3:17])[CH3:16], predict the reaction product. (2) Given the reactants [C:1](OC(=O)C)(=[O:3])[CH3:2].[N:8]1[CH:13]=[CH:12][CH:11]=[CH:10][C:9]=1[C:14]1[NH:18][C:17]2[CH:19]=[C:20]([CH:37]3[CH2:41][CH2:40][CH2:39][NH:38]3)[C:21]([O:23][C:24]3[CH:25]=[CH:26][C:27]([N:30]4[CH:35]=[CH:34][CH:33]=[CH:32][C:31]4=[O:36])=[N:28][CH:29]=3)=[CH:22][C:16]=2[N:15]=1, predict the reaction product. The product is: [C:1]([N:38]1[CH2:39][CH2:40][CH2:41][CH:37]1[C:20]1[C:21]([O:23][C:24]2[CH:25]=[CH:26][C:27]([N:30]3[CH:35]=[CH:34][CH:33]=[CH:32][C:31]3=[O:36])=[N:28][CH:29]=2)=[CH:22][C:16]2[N:15]=[C:14]([C:9]3[CH:10]=[CH:11][CH:12]=[CH:13][N:8]=3)[NH:18][C:17]=2[CH:19]=1)(=[O:3])[CH3:2]. (3) Given the reactants C(O[C:6]([N:8]1[CH2:12][C:11](=[N:13][O:14][CH2:15][CH3:16])[CH2:10][C@H:9]1[C:17]([OH:19])=O)=[O:7])(C)(C)C.[O:20]([CH2:27]C(O)=O)[C:21]1[CH:26]=[CH:25][CH:24]=[CH:23][CH:22]=1.[CH2:31]([N:33]1[C:45]2[CH:44]=[CH:43][C:42]([NH2:46])=[CH:41][C:40]=2[C:39]2[C:34]1=[CH:35][CH:36]=[CH:37][CH:38]=2)[CH3:32], predict the reaction product. The product is: [CH2:15]([O:14][N:13]=[C:11]1[CH2:12][N:8]([C:6](=[O:7])[CH2:27][O:20][C:21]2[CH:22]=[CH:23][CH:24]=[CH:25][CH:26]=2)[C@H:9]([C:17]([NH:46][C:42]2[CH:43]=[CH:44][C:45]3[N:33]([CH2:31][CH3:32])[C:34]4[C:39]([C:40]=3[CH:41]=2)=[CH:38][CH:37]=[CH:36][CH:35]=4)=[O:19])[CH2:10]1)[CH3:16]. (4) Given the reactants [CH2:1]([N:3]1[C:11]2[C:6](=[CH:7][CH:8]=[C:9]([O:12][CH3:13])[CH:10]=2)[C:5]([C:14]#[N:15])=[CH:4]1)[CH3:2].Cl.C(N(CC)CC)C.[N-:24]=[N+:25]=[N-:26].[Na+], predict the reaction product. The product is: [CH2:1]([N:3]1[C:11]2[C:6](=[CH:7][CH:8]=[C:9]([O:12][CH3:13])[CH:10]=2)[C:5]([C:14]2[NH:26][N:25]=[N:24][N:15]=2)=[CH:4]1)[CH3:2]. (5) Given the reactants [Br:1]Br.[OH:3][C:4]1[C:14]2[CH2:13][CH2:12][N:11]([C:15](=[O:20])[C:16]([F:19])([F:18])[F:17])[CH2:10][CH2:9][C:8]=2[CH:7]=[CH:6][CH:5]=1, predict the reaction product. The product is: [Br:1][C:7]1[C:8]2[CH2:9][CH2:10][N:11]([C:15](=[O:20])[C:16]([F:19])([F:17])[F:18])[CH2:12][CH2:13][C:14]=2[C:4]([OH:3])=[CH:5][CH:6]=1.